Task: Predict which catalyst facilitates the given reaction.. Dataset: Catalyst prediction with 721,799 reactions and 888 catalyst types from USPTO (1) Product: [Si:31]([O:20][C@@H:18]1[CH2:19][C:14]2[C@@:15]([CH3:21])([CH:5]3[CH:6]([CH2:12][CH:13]=2)[CH:7]2[C@@:2]([CH3:1])([C:10](=[O:11])[CH2:9][CH2:8]2)[CH2:3][CH2:4]3)[CH2:16][CH2:17]1)([C:28]([CH3:30])([CH3:29])[CH3:27])([C:38]1[CH:39]=[CH:40][CH:41]=[CH:42][CH:43]=1)[C:32]1[CH:37]=[CH:36][CH:35]=[CH:34][CH:33]=1. The catalyst class is: 2. Reactant: [CH3:1][C@@:2]12[C:10](=[O:11])[CH2:9][CH2:8][C@H:7]1[C@@H:6]1[CH2:12][CH:13]=[C:14]3[CH2:19][C@@H:18]([OH:20])[CH2:17][CH2:16][C@:15]3([CH3:21])[C@H:5]1[CH2:4][CH2:3]2.N1C=CN=C1.[CH3:27][C:28]([Si:31](Cl)([C:38]1[CH:43]=[CH:42][CH:41]=[CH:40][CH:39]=1)[C:32]1[CH:37]=[CH:36][CH:35]=[CH:34][CH:33]=1)([CH3:30])[CH3:29]. (2) Reactant: C(Cl)(=O)C(Cl)=O.[CH3:7][S:8]([C:11]1[CH:19]=[CH:18][C:14]([C:15]([OH:17])=O)=[CH:13][CH:12]=1)(=[O:10])=[O:9].[NH2:20][C:21]1[CH:22]=[CH:23][C:24](/[CH:31]=[CH:32]/[C:33]2[CH:38]=[CH:37][C:36]([NH:39][C:40](=[O:52])[C:41]3[CH:46]=[CH:45][C:44]([O:47][CH2:48][CH2:49][O:50][CH3:51])=[CH:43][CH:42]=3)=[CH:35][C:34]=2[S:53]([OH:56])(=[O:55])=[O:54])=[C:25]([S:27]([OH:30])(=[O:29])=[O:28])[CH:26]=1.C(N(CC)CC)C. Product: [CH3:51][O:50][CH2:49][CH2:48][O:47][C:44]1[CH:43]=[CH:42][C:41]([C:40]([NH:39][C:36]2[CH:37]=[CH:38][C:33](/[CH:32]=[CH:31]/[C:24]3[CH:23]=[CH:22][C:21]([NH:20][C:15](=[O:17])[C:14]4[CH:13]=[CH:12][C:11]([S:8]([CH3:7])(=[O:9])=[O:10])=[CH:19][CH:18]=4)=[CH:26][C:25]=3[S:27]([OH:30])(=[O:29])=[O:28])=[C:34]([S:53]([OH:56])(=[O:55])=[O:54])[CH:35]=2)=[O:52])=[CH:46][CH:45]=1. The catalyst class is: 46. (3) Reactant: [NH:1]1[CH:5]=[C:4]([C:6]([O:8][CH3:9])=[O:7])[N:3]=[CH:2]1.[F:10][C:11]1[CH:16]=[CH:15][C:14]([CH2:17]O)=[CH:13][CH:12]=1.C1C=CC(P(C2C=CC=CC=2)C2C=CC=CC=2)=CC=1.CC(OC(/N=N/C(OC(C)C)=O)=O)C. Product: [F:10][C:11]1[CH:16]=[CH:15][C:14]([CH2:17][N:3]2[C:4]([C:6]([O:8][CH3:9])=[O:7])=[CH:5][N:1]=[CH:2]2)=[CH:13][CH:12]=1. The catalyst class is: 1.